Predict the reactants needed to synthesize the given product. From a dataset of Full USPTO retrosynthesis dataset with 1.9M reactions from patents (1976-2016). Given the product [Cl:14][C:15]1[CH:20]=[C:19]([C:2]2[CH:7]=[CH:6][C:5]([CH:8]([OH:13])[C:9]([F:12])([F:11])[F:10])=[CH:4][CH:3]=2)[CH:18]=[CH:17][CH:16]=1, predict the reactants needed to synthesize it. The reactants are: Br[C:2]1[CH:7]=[CH:6][C:5]([CH:8]([OH:13])[C:9]([F:12])([F:11])[F:10])=[CH:4][CH:3]=1.[Cl:14][C:15]1[CH:16]=[C:17](B(O)O)[CH:18]=[CH:19][CH:20]=1.